Dataset: Peptide-MHC class I binding affinity with 185,985 pairs from IEDB/IMGT. Task: Regression. Given a peptide amino acid sequence and an MHC pseudo amino acid sequence, predict their binding affinity value. This is MHC class I binding data. The MHC is HLA-A23:01 with pseudo-sequence HLA-A23:01. The binding affinity (normalized) is 0.0764. The peptide sequence is QAKWRLQTL.